This data is from Full USPTO retrosynthesis dataset with 1.9M reactions from patents (1976-2016). The task is: Predict the reactants needed to synthesize the given product. (1) Given the product [Cl:1][C:2]1[CH:7]=[CH:6][C:5]([S:8][C:9]2[N:13]([CH3:14])[C:12]([C:15]3[CH:20]=[CH:19][CH:18]=[CH:17][N:16]=3)=[N:11][C:10]=2[C:21]2[CH:22]=[CH:23][C:24]([C:25]3[O:26][C:31](=[O:32])[NH:28][N:27]=3)=[CH:29][CH:30]=2)=[CH:4][CH:3]=1, predict the reactants needed to synthesize it. The reactants are: [Cl:1][C:2]1[CH:7]=[CH:6][C:5]([S:8][C:9]2[N:13]([CH3:14])[C:12]([C:15]3[CH:20]=[CH:19][CH:18]=[CH:17][N:16]=3)=[N:11][C:10]=2[C:21]2[CH:30]=[CH:29][C:24]([C:25]([NH:27][NH2:28])=[O:26])=[CH:23][CH:22]=2)=[CH:4][CH:3]=1.[C:31](Cl)(Cl)=[O:32]. (2) Given the product [NH2:1][C:2]1[N:7]=[C:6]([C:8]2[CH:13]=[CH:12][CH:11]=[C:10]([O:14][CH3:15])[CH:9]=2)[C:5]([C:16]2[CH:17]=[CH:18][C:19](=[O:22])[N:20]([CH:23]([CH3:25])[CH3:24])[N:21]=2)=[CH:4][N:3]=1, predict the reactants needed to synthesize it. The reactants are: [NH2:1][C:2]1[N:7]=[C:6]([C:8]2[CH:13]=[CH:12][CH:11]=[C:10]([O:14][CH3:15])[CH:9]=2)[C:5]([C:16]2[CH:17]=[CH:18][C:19](=[O:22])[NH:20][N:21]=2)=[CH:4][N:3]=1.[CH:23](I)([CH3:25])[CH3:24].